Dataset: Catalyst prediction with 721,799 reactions and 888 catalyst types from USPTO. Task: Predict which catalyst facilitates the given reaction. Reactant: [Br:1][C:2]1[CH:3]=[C:4]([CH:8]=[CH:9][C:10]=1[Cl:11])[C:5](O)=[O:6].Cl.[CH3:13][NH:14][O:15][CH3:16].C(N(CC)C(C)C)(C)C.CCN=C=NCCCN(C)C.Cl. Product: [Br:1][C:2]1[CH:3]=[C:4]([CH:8]=[CH:9][C:10]=1[Cl:11])[C:5]([N:14]([O:15][CH3:16])[CH3:13])=[O:6]. The catalyst class is: 3.